Dataset: Peptide-MHC class II binding affinity with 134,281 pairs from IEDB. Task: Regression. Given a peptide amino acid sequence and an MHC pseudo amino acid sequence, predict their binding affinity value. This is MHC class II binding data. (1) The peptide sequence is DEINAIFEENEVDIS. The MHC is DRB1_0405 with pseudo-sequence DRB1_0405. The binding affinity (normalized) is 0.188. (2) The peptide sequence is GELQIVGKIDAAFKI. The MHC is DRB1_1101 with pseudo-sequence DRB1_1101. The binding affinity (normalized) is 0.736. (3) The peptide sequence is AHGIPKVPPGPNITA. The MHC is HLA-DQA10301-DQB10302 with pseudo-sequence HLA-DQA10301-DQB10302. The binding affinity (normalized) is 0.0404. (4) The peptide sequence is SQWGWCGSTDEYCSP. The MHC is DRB1_0401 with pseudo-sequence DRB1_0401. The binding affinity (normalized) is 0. (5) The peptide sequence is SAVIGTLAAAMFGAV. The MHC is DRB1_0301 with pseudo-sequence DRB1_0301. The binding affinity (normalized) is 0.406. (6) The peptide sequence is KSLFFLDEPLKSVPL. The binding affinity (normalized) is 0.793. The MHC is DRB5_0101 with pseudo-sequence DRB5_0101. (7) The peptide sequence is AARLLSIRAMSTKFS. The MHC is HLA-DPA10201-DPB11401 with pseudo-sequence HLA-DPA10201-DPB11401. The binding affinity (normalized) is 0.549. (8) The MHC is DRB1_0405 with pseudo-sequence DRB1_0405. The binding affinity (normalized) is 0.138. The peptide sequence is CAKSMSLFEVDQTKI. (9) The peptide sequence is VVFPASFFIKLPIILA. The MHC is DRB1_0901 with pseudo-sequence DRB1_0901. The binding affinity (normalized) is 0.299.